From a dataset of Reaction yield outcomes from USPTO patents with 853,638 reactions. Predict the reaction yield, written as a fraction of the theoretical maximum amount of product (1.0 means a 100% yield; for example, 0.34 means a 34% yield). (1) The product is [CH3:27][N:14]([CH3:13])[C:15]1[CH:25]=[C:19]2[C:18]([CH:26]=[C:24]([C:36]3[CH:35]=[CH:32][CH:31]=[C:30]([O:29][CH3:28])[CH:37]=3)[NH:22][C:20]2=[O:21])=[CH:17][CH:16]=1. The yield is 0.200. The catalyst is C1COCC1. The reactants are C(NC(C)C)(C)C.[Li]CCCC.[CH3:13][N:14]([CH3:27])[C:15]1[CH:16]=[CH:17][C:18]([CH3:26])=[C:19]([CH:25]=1)[C:20]([N:22]([CH3:24])C)=[O:21].[CH3:28][O:29][C:30]1[CH:31]=[C:32]([CH:35]=[CH:36][CH:37]=1)C#N. (2) The reactants are [CH:1]1[CH:6]=[CH:5][C:4]([P:7]([C:14]2[CH:19]=[CH:18][CH:17]=[CH:16][CH:15]=2)[C:8]2[CH:13]=[CH:12][CH:11]=[CH:10][CH:9]=2)=[CH:3][CH:2]=1.[Br:20][CH2:21][C:22]#[N:23]. The catalyst is CCOCC. The product is [Br-:20].[C:22]([CH2:21][P+:7]([C:4]1[CH:3]=[CH:2][CH:1]=[CH:6][CH:5]=1)([C:14]1[CH:19]=[CH:18][CH:17]=[CH:16][CH:15]=1)[C:8]1[CH:13]=[CH:12][CH:11]=[CH:10][CH:9]=1)#[N:23]. The yield is 0.460. (3) The reactants are [Cl:1][C:2]1[CH:3]=[C:4](S(O)(=O)=O)[C:5]2[CH:6]=[CH:7][C:8]([CH3:13])=[N:9][C:10]=2[C:11]=1[OH:12].C([O-])(O)=O.[Na+]. The catalyst is C(O)(=O)C.S(=O)(=O)(O)O.O. The product is [Cl:1][C:2]1[C:11]([OH:12])=[C:10]2[C:5]([CH:6]=[CH:7][C:8]([CH3:13])=[N:9]2)=[CH:4][CH:3]=1. The yield is 0.820. (4) The reactants are [C:1]([O:6]CC)(=[O:5])C(C)=O.[CH2:9](O)[CH2:10]O.B(F)(F)F.[C:17]([OH:20])(=[O:19])[CH3:18]. The catalyst is ClCCl. The product is [CH3:18][C:17]1([C:1]([OH:6])=[O:5])[O:20][CH2:10][CH2:9][O:19]1. The yield is 0.380. (5) The reactants are Br[CH2:2][C@@H:3]1[CH2:7][C:6]([F:9])([F:8])[CH2:5][N:4]1[C:10]1[CH:15]=[CH:14][C:13]([N+:16]([O-])=O)=[C:12]([C:19]([F:22])([F:21])[F:20])[CH:11]=1. The catalyst is C(OCC)(=O)C.[Pd]. The product is [F:9][C:6]1([F:8])[CH2:5][N:4]([C:10]2[CH:15]=[CH:14][C:13]([NH2:16])=[C:12]([C:19]([F:20])([F:21])[F:22])[CH:11]=2)[C@H:3]([CH3:2])[CH2:7]1. The yield is 0.990. (6) The yield is 0.270. The product is [CH3:40][O:41][CH:33]([C:3]1[CH:4]=[C:5]([C:19]([NH:21][CH2:22][C:23]2[CH:24]=[CH:25][C:26]([S:29]([CH3:32])(=[O:31])=[O:30])=[CH:27][CH:28]=2)=[O:20])[C:6](=[O:18])[N:7]([C:8]2[CH:13]=[CH:12][CH:11]=[C:10]([C:14]([F:17])([F:15])[F:16])[CH:9]=2)[C:2]=1[CH3:1])[CH3:34]. The reactants are [CH3:1][C:2]1[N:7]([C:8]2[CH:13]=[CH:12][CH:11]=[C:10]([C:14]([F:17])([F:16])[F:15])[CH:9]=2)[C:6](=[O:18])[C:5]([C:19]([NH:21][CH2:22][C:23]2[CH:28]=[CH:27][C:26]([S:29]([CH3:32])(=[O:31])=[O:30])=[CH:25][CH:24]=2)=[O:20])=[CH:4][C:3]=1[CH:33]=[CH2:34].S(=O)(=O)(O)O.[C:40](=O)([O-])[OH:41].[Na+]. The catalyst is CO. (7) The reactants are Cl[C:2]1[C:11]2[C:6](=[CH:7][C:8]([S:12]([NH:15][C:16]3[CH:20]=[CH:19][O:18][N:17]=3)(=[O:14])=[O:13])=[CH:9][CH:10]=2)[CH:5]=[CH:4][N:3]=1.Cl[C:22]1[CH:27]=[CH:26][C:25](B(O)O)=[C:24]([O:31][CH3:32])[CH:23]=1.C(=O)([O-])[O-].[K+].[K+].[F:39][C:40]([F:51])([F:50])[C:41]1[CH:42]=[C:43](B(O)O)[CH:44]=[CH:45][CH:46]=1.COC1C=CC=C(OC)C=1C1C=CC=CC=1P(C1CCCCC1)C1CCCCC1.P([O-])([O-])([O-])=O.[K+].[K+].[K+]. The catalyst is CCOC(C)=O.C1C=CC([P]([Pd]([P](C2C=CC=CC=2)(C2C=CC=CC=2)C2C=CC=CC=2)([P](C2C=CC=CC=2)(C2C=CC=CC=2)C2C=CC=CC=2)[P](C2C=CC=CC=2)(C2C=CC=CC=2)C2C=CC=CC=2)(C2C=CC=CC=2)C2C=CC=CC=2)=CC=1. The product is [O:18]1[CH:19]=[CH:20][C:16]([NH:15][S:12]([C:8]2[CH:7]=[C:6]3[C:11](=[CH:10][CH:9]=2)[C:2]([C:25]2[CH:26]=[CH:27][C:22]([C:45]4[CH:44]=[CH:43][CH:42]=[C:41]([C:40]([F:51])([F:50])[F:39])[CH:46]=4)=[CH:23][C:24]=2[O:31][CH3:32])=[N:3][CH:4]=[CH:5]3)(=[O:14])=[O:13])=[N:17]1. The yield is 0.372.